Dataset: Full USPTO retrosynthesis dataset with 1.9M reactions from patents (1976-2016). Task: Predict the reactants needed to synthesize the given product. (1) Given the product [CH3:14][O:15][C:16]1[C:23]([C:24]2[S:25][CH:26]=[CH:27][CH:28]=2)=[CH:22][C:19](/[CH:20]=[CH:2]/[C:1]([C:4]2[CH:5]=[CH:6][C:7]([S:10]([NH2:13])(=[O:11])=[O:12])=[CH:8][CH:9]=2)=[O:3])=[C:18]([O:29][CH2:30][C:31]2[NH:32][N:33]=[N:34][N:35]=2)[CH:17]=1, predict the reactants needed to synthesize it. The reactants are: [C:1]([C:4]1[CH:9]=[CH:8][C:7]([S:10]([NH2:13])(=[O:12])=[O:11])=[CH:6][CH:5]=1)(=[O:3])[CH3:2].[CH3:14][O:15][C:16]1[C:23]([C:24]2[S:25][CH:26]=[CH:27][CH:28]=2)=[CH:22][C:19]([CH:20]=O)=[C:18]([O:29][CH2:30][C:31]2[NH:35][N:34]=[N:33][N:32]=2)[CH:17]=1. (2) Given the product [F:21][C:18]1[CH:19]=[CH:20][C:15]([C:7]2[C:6]3[C:11](=[CH:12][C:3]([CH2:2][N:30]4[N:31]=[N:32][C:28]([C:24]([OH:27])([CH2:25][CH3:26])[C:23]([F:33])([F:34])[F:22])=[N:29]4)=[CH:4][CH:5]=3)[N:10]=[C:9]([C:13]#[N:14])[CH:8]=2)=[CH:16][CH:17]=1.[F:21][C:18]1[CH:19]=[CH:20][C:15]([C:7]2[C:6]3[C:11](=[CH:12][C:3]([CH2:2][N:32]4[C:28]([C:24]([OH:27])([CH2:25][CH3:26])[C:23]([F:33])([F:34])[F:22])=[N:29][N:30]=[N:31]4)=[CH:4][CH:5]=3)[N:10]=[C:9]([C:13]#[N:14])[CH:8]=2)=[CH:16][CH:17]=1, predict the reactants needed to synthesize it. The reactants are: Br[CH2:2][C:3]1[CH:12]=[C:11]2[C:6]([C:7]([C:15]3[CH:20]=[CH:19][C:18]([F:21])=[CH:17][CH:16]=3)=[CH:8][C:9]([C:13]#[N:14])=[N:10]2)=[CH:5][CH:4]=1.[F:22][C:23]([F:34])([F:33])[C:24]([C:28]1[N:29]=[N:30][NH:31][N:32]=1)([OH:27])[CH2:25][CH3:26].C(=O)([O-])[O-].[K+].[K+].